From a dataset of Full USPTO retrosynthesis dataset with 1.9M reactions from patents (1976-2016). Predict the reactants needed to synthesize the given product. (1) Given the product [CH2:16]([O:23][C:24]1[CH:29]=[C:28]([C:2]2[CH:15]=[CH:14][CH:13]=[C:4]([O:5][C:6]([CH3:12])([CH3:11])[C:7]([O:9][CH3:10])=[O:8])[CH:3]=2)[CH:27]=[CH:26][CH:25]=1)[C:17]1[CH:22]=[CH:21][CH:20]=[CH:19][CH:18]=1, predict the reactants needed to synthesize it. The reactants are: I[C:2]1[CH:3]=[C:4]([CH:13]=[CH:14][CH:15]=1)[O:5][C:6]([CH3:12])([CH3:11])[C:7]([O:9][CH3:10])=[O:8].[CH2:16]([O:23][C:24]1[CH:25]=[C:26](B(O)O)[CH:27]=[CH:28][CH:29]=1)[C:17]1[CH:22]=[CH:21][CH:20]=[CH:19][CH:18]=1.C(=O)([O-])[O-].[Na+].[Na+].O. (2) The reactants are: [Mg].Br[C:3]1[CH:8]=[CH:7][C:6]([Br:9])=[CH:5][CH:4]=1.[CH3:10][C:11]([N:15]1[CH2:20][CH2:19][O:18][CH2:17][CH2:16]1)(C)[C:12]#N. Given the product [Br:9][C:6]1[CH:7]=[CH:8][C:3]([C:11]([N:15]2[CH2:20][CH2:19][O:18][CH2:17][CH2:16]2)([CH3:12])[CH3:10])=[CH:4][CH:5]=1, predict the reactants needed to synthesize it. (3) Given the product [CH3:15][C:13]1[CH:12]=[N:1][C:2]2[N:6]([N:5]=[C:4]([CH2:7][OH:8])[N:3]=2)[CH:14]=1, predict the reactants needed to synthesize it. The reactants are: [NH2:1][C:2]1[NH:6][N:5]=[C:4]([CH2:7][OH:8])[N:3]=1.CCO/[CH:12]=[C:13](/[CH:15]=O)\[CH3:14]. (4) Given the product [NH:16]1[CH2:17][CH:14]([O:1][C:2]2[CH:3]=[CH:4][C:5]([C:6]([O:8][CH2:9][CH3:10])=[O:7])=[CH:11][CH:12]=2)[CH2:15]1, predict the reactants needed to synthesize it. The reactants are: [OH:1][C:2]1[CH:12]=[CH:11][C:5]([C:6]([O:8][CH2:9][CH3:10])=[O:7])=[CH:4][CH:3]=1.O[CH:14]1[CH2:17][N:16](C(OC(C)(C)C)=O)[CH2:15]1.C1C=CC(P(C2C=CC=CC=2)C2C=CC=CC=2)=CC=1.CC(OC(/N=N/C(OC(C)C)=O)=O)C. (5) Given the product [Br:1][C:2]1[CH:3]=[C:4]2[C:9](=[CH:10][CH:11]=1)[C:8](=[O:12])[N:7]([CH2:13][C:14]([CH3:18])([CH3:17])[CH2:15][Cl:19])[CH:6]=[C:5]2[CH:28]=[O:29], predict the reactants needed to synthesize it. The reactants are: [Br:1][C:2]1[CH:3]=[C:4]2[C:9](=[CH:10][CH:11]=1)[C:8](=[O:12])[N:7]([CH2:13][C:14]([CH3:18])([CH3:17])[CH2:15]O)[CH:6]=[CH:5]2.[Cl-:19].ClC=[N+](C)C.CN([CH:28]=[O:29])C.